Dataset: NCI-60 drug combinations with 297,098 pairs across 59 cell lines. Task: Regression. Given two drug SMILES strings and cell line genomic features, predict the synergy score measuring deviation from expected non-interaction effect. Drug 1: C1CC(C1)(C(=O)O)C(=O)O.[NH2-].[NH2-].[Pt+2]. Drug 2: C1CC(=O)NC(=O)C1N2C(=O)C3=CC=CC=C3C2=O. Cell line: HT29. Synergy scores: CSS=-1.35, Synergy_ZIP=0.613, Synergy_Bliss=-1.64, Synergy_Loewe=-4.57, Synergy_HSA=-6.14.